Dataset: Reaction yield outcomes from USPTO patents with 853,638 reactions. Task: Predict the reaction yield, written as a fraction of the theoretical maximum amount of product (1.0 means a 100% yield; for example, 0.34 means a 34% yield). (1) The reactants are [CH2:1]([O:8][C:9]1[CH:14]=[CH:13][N:12]([C:15]2[CH:16]=[CH:17][C:18]3[O:35][C:22]4[CH2:23][CH2:24][N:25](C(OC(C)(C)C)=O)[CH2:26][CH2:27][C:21]=4[C:19]=3[CH:20]=2)[C:11](=[O:36])[CH:10]=1)[C:2]1[CH:7]=[CH:6][CH:5]=[CH:4][CH:3]=1.[ClH:37]. No catalyst specified. The product is [ClH:37].[CH2:1]([O:8][C:9]1[CH:14]=[CH:13][N:12]([C:15]2[CH:16]=[CH:17][C:18]3[O:35][C:22]4[CH2:23][CH2:24][NH:25][CH2:26][CH2:27][C:21]=4[C:19]=3[CH:20]=2)[C:11](=[O:36])[CH:10]=1)[C:2]1[CH:3]=[CH:4][CH:5]=[CH:6][CH:7]=1. The yield is 0.960. (2) The reactants are [Br:1][C:2]1[CH:10]=[CH:9][CH:8]=[C:7]2[C:3]=1[CH:4]=[C:5]([C:11]([OH:13])=O)[NH:6]2.Cl.Cl.Cl.[N:17]1([CH2:24][CH2:25][N:26]2[CH2:31][CH2:30][CH:29]([NH2:32])[CH2:28][CH2:27]2)[CH2:23][CH2:22][CH2:21][CH2:20][CH2:19][CH2:18]1.CCN(C(C)C)C(C)C.CN(C(ON1N=NC2C=CC=CC1=2)=[N+](C)C)C.[B-](F)(F)(F)F. The catalyst is CN(C=O)C. The product is [N:17]1([CH2:24][CH2:25][N:26]2[CH2:27][CH2:28][CH:29]([NH:32][C:11]([C:5]3[NH:6][C:7]4[C:3]([CH:4]=3)=[C:2]([Br:1])[CH:10]=[CH:9][CH:8]=4)=[O:13])[CH2:30][CH2:31]2)[CH2:23][CH2:22][CH2:21][CH2:20][CH2:19][CH2:18]1. The yield is 0.930. (3) The reactants are [CH2:1]([N:3]1[C:15]2[CH:14]=[CH:13][C:12]([C:16](=[O:18])[CH3:17])=[CH:11][C:10]=2[C:9]2[C:4]1=[CH:5][CH:6]=[C:7]([C:19](=[O:27])[C:20]1[CH:25]=[CH:24][CH:23]=[CH:22][C:21]=1[CH3:26])[CH:8]=2)[CH3:2].[C:28](OCC)(=[O:30])[CH3:29].CC(C)([O-])C.[K+].Cl. The catalyst is O. The product is [CH2:1]([N:3]1[C:15]2[CH:14]=[CH:13][C:12]([C:16](=[O:18])[CH2:17][C:28](=[O:30])[CH3:29])=[CH:11][C:10]=2[C:9]2[C:4]1=[CH:5][CH:6]=[C:7]([C:19](=[O:27])[C:20]1[CH:25]=[CH:24][CH:23]=[CH:22][C:21]=1[CH3:26])[CH:8]=2)[CH3:2]. The yield is 0.430. (4) The reactants are C(O)(C(F)(F)F)=O.[NH2:8][CH2:9][C:10]([OH:12])=[O:11].[CH3:13][CH2:14][C:15]1[C:24]2[CH2:25][N:26]3[C:31](=[O:32])[C:30]4[CH2:33][O:34][C:35]([C@:37]([OH:40])([CH2:38][CH3:39])[C:29]=4[CH:28]=[C:27]3[C:23]=2[N:22]=[C:21]2[C:16]=1[CH:17]=[C:18]([OH:41])[CH:19]=[CH:20]2)=[O:36].ON1C(=O)CCC1=O.C(N=C=NCCCN(C)C)C. The catalyst is CN(C)C=O. The product is [NH2:8][CH2:9][C:10]([OH:12])=[O:11].[CH3:13][CH2:14][C:15]1[C:24]2[CH2:25][N:26]3[C:31](=[O:32])[C:30]4[CH2:33][O:34][C:35]([C@:37]([OH:40])([CH2:38][CH3:39])[C:29]=4[CH:28]=[C:27]3[C:23]=2[N:22]=[C:21]2[C:16]=1[CH:17]=[C:18]([OH:41])[CH:19]=[CH:20]2)=[O:36]. The yield is 0.670. (5) The reactants are [NH2:1][C:2]1[N:3]([C:8]2[C:17]3[C:12](=[CH:13][CH:14]=[CH:15][CH:16]=3)[C:11]([CH:18]3[CH2:20][CH2:19]3)=[CH:10][CH:9]=2)[C:4]([SH:7])=[N:5][N:6]=1.C([O-])([O-])=O.[K+].[K+].Cl[CH2:28][C:29]([NH:31][C:32]1[CH:37]=[CH:36][C:35]([S:38](=[O:41])(=[O:40])[NH2:39])=[CH:34][C:33]=1[Cl:42])=[O:30]. The catalyst is CN(C=O)C. The product is [NH2:1][C:2]1[N:3]([C:8]2[C:17]3[C:12](=[CH:13][CH:14]=[CH:15][CH:16]=3)[C:11]([CH:18]3[CH2:20][CH2:19]3)=[CH:10][CH:9]=2)[C:4]([S:7][CH2:28][C:29]([NH:31][C:32]2[CH:37]=[CH:36][C:35]([S:38](=[O:41])(=[O:40])[NH2:39])=[CH:34][C:33]=2[Cl:42])=[O:30])=[N:5][N:6]=1. The yield is 0.950. (6) The product is [F:24][C:25]1[CH:30]=[C:29]([C:2]2[CH:3]=[N:4][N:5]3[CH:10]=[CH:9][C:8]([N:11]4[C@@H:15]([C:16]5[CH:21]=[CH:20][C:19]([F:22])=[CH:18][N:17]=5)[CH2:14][O:13][C:12]4=[O:23])=[N:7][C:6]=23)[CH:28]=[CH:27][C:26]=1[C:40]1[N:44]=[CH:43][N:42]([CH2:45][O:46][CH2:47][CH2:48][Si:49]([CH3:52])([CH3:51])[CH3:50])[N:41]=1. The reactants are Br[C:2]1[CH:3]=[N:4][N:5]2[CH:10]=[CH:9][C:8]([N:11]3[C@@H:15]([C:16]4[CH:21]=[CH:20][C:19]([F:22])=[CH:18][N:17]=4)[CH2:14][O:13][C:12]3=[O:23])=[N:7][C:6]=12.[F:24][C:25]1[CH:30]=[C:29](B2OC(C)(C)C(C)(C)O2)[CH:28]=[CH:27][C:26]=1[C:40]1[N:44]=[CH:43][N:42]([CH2:45][O:46][CH2:47][CH2:48][Si:49]([CH3:52])([CH3:51])[CH3:50])[N:41]=1.C(=O)([O-])[O-].[Na+].[Na+]. The yield is 0.550. The catalyst is O1CCOCC1. (7) No catalyst specified. The product is [CH3:1][C:2]1[CH:7]=[CH:6][C:5]([S:8]([O:11][CH2:12][CH:13]2[O:17][C:16](=[O:18])[N:15]([CH2:19][CH2:36][C:37]3[CH:42]=[CH:41][C:40]([CH3:43])=[CH:39][CH:38]=3)[CH2:14]2)(=[O:9])=[O:10])=[CH:4][CH:3]=1. The reactants are [CH3:1][C:2]1[CH:7]=[CH:6][C:5]([S:8]([O:11][CH2:12][CH:13]2[O:17][C:16](=[O:18])[N:15]([CH2:19]C3C=CC(F)=CC=3)[CH2:14]2)(=[O:10])=[O:9])=[CH:4][CH:3]=1.OCC1OC(=O)N(C[CH2:36][C:37]2[CH:42]=[CH:41][C:40]([CH3:43])=[CH:39][CH:38]=2)C1.FC1C=CC(CN2CC(CO)OC2=O)=CC=1. The yield is 0.759. (8) The reactants are [NH2:1][C@@H:2]([CH2:34][C:35]1[CH:40]=[CH:39][CH:38]=[CH:37][CH:36]=1)[C@@H:3]([OH:33])[CH2:4][C@@H:5]([NH:20][C:21]([C@@H:23]([NH:28][C:29](=[O:32])[O:30][CH3:31])[C:24]([CH3:27])([CH3:26])[CH3:25])=[O:22])[CH2:6][C:7]1[CH:12]=[CH:11][C:10]([C:13]2[CH:18]=[CH:17][C:16]([CH3:19])=[CH:15][N:14]=2)=[CH:9][CH:8]=1.[CH3:41][O:42][C:43]([NH:45][C@@H:46]([C:50]([CH3:53])([CH3:52])[CH3:51])[C:47](O)=[O:48])=[O:44].CCOP(ON1N=NC2C=CC=CC=2C1=O)(OCC)=O.C(N(CC)C(C)C)(C)C. The catalyst is C1COCC1. The product is [CH3:41][O:42][C:43](=[O:44])[NH:45][C@@H:46]([C:50]([CH3:52])([CH3:51])[CH3:53])[C:47](=[O:48])[NH:1][C@@H:2]([CH2:34][C:35]1[CH:36]=[CH:37][CH:38]=[CH:39][CH:40]=1)[C@@H:3]([OH:33])[CH2:4][C@H:5]([CH2:6][C:7]1[CH:12]=[CH:11][C:10]([C:13]2[CH:18]=[CH:17][C:16]([CH3:19])=[CH:15][N:14]=2)=[CH:9][CH:8]=1)[NH:20][C:21](=[O:22])[C@H:23]([C:24]([CH3:27])([CH3:26])[CH3:25])[NH:28][C:29](=[O:32])[O:30][CH3:31]. The yield is 0.730.